From a dataset of Forward reaction prediction with 1.9M reactions from USPTO patents (1976-2016). Predict the product of the given reaction. (1) Given the reactants [Cl:1][C:2]1[CH:26]=[CH:25][C:5]([CH2:6][NH:7][C:8]([C:10]2[C:19](=[O:20])[C:18]3[C:13](=[N:14][C:15]([O:22][CH3:23])=[C:16](I)[CH:17]=3)[N:12]([CH3:24])[CH:11]=2)=[O:9])=[CH:4][CH:3]=1.[CH2:27]([OH:30])[C:28]#[CH:29], predict the reaction product. The product is: [Cl:1][C:2]1[CH:26]=[CH:25][C:5]([CH2:6][NH:7][C:8]([C:10]2[C:19](=[O:20])[C:18]3[C:13](=[N:14][C:15]([O:22][CH3:23])=[C:16]([C:29]#[C:28][CH2:27][OH:30])[CH:17]=3)[N:12]([CH3:24])[CH:11]=2)=[O:9])=[CH:4][CH:3]=1. (2) Given the reactants [N:1]1[C:10]2[NH:9][CH2:8][CH2:7][CH2:6][C:5]=2[CH:4]=[CH:3][C:2]=1[CH2:11][C:12]([OH:14])=O.[CH2:15]([O:17][C:18](=[O:34])[CH2:19][CH:20]([N:24]1[C:32]2[C:27](=[CH:28][C:29]([NH2:33])=[CH:30][CH:31]=2)[CH:26]=[CH:25]1)[CH2:21][CH2:22][CH3:23])[CH3:16].F[P-](F)(F)(F)(F)F.N1(O[P+](N(C)C)(N(C)C)N(C)C)C2C=CC=CC=2N=N1.C(N(C(C)C)CC)(C)C, predict the reaction product. The product is: [CH2:15]([O:17][C:18](=[O:34])[CH2:19][CH:20]([N:24]1[C:32]2[C:27](=[CH:28][C:29]([NH:33][C:12](=[O:14])[CH2:11][C:2]3[CH:3]=[CH:4][C:5]4[CH2:6][CH2:7][CH2:8][NH:9][C:10]=4[N:1]=3)=[CH:30][CH:31]=2)[CH:26]=[CH:25]1)[CH2:21][CH2:22][CH3:23])[CH3:16]. (3) Given the reactants [CH2:1]([S:8][C:9]1[CH:10]=[C:11]2[C:15](=[CH:16][C:17]=1[F:18])[NH:14][N:13]=[CH:12]2)[C:2]1[CH:7]=[CH:6][CH:5]=[CH:4][CH:3]=1.C(=O)([O-])[O-].[Cs+].[Cs+].Br[CH2:26][C:27]1[CH:32]=[CH:31][CH:30]=[CH:29][C:28]=1[I:33], predict the reaction product. The product is: [CH2:1]([S:8][C:9]1[CH:10]=[C:11]2[C:15](=[CH:16][C:17]=1[F:18])[N:14]([CH2:26][C:27]1[CH:32]=[CH:31][CH:30]=[CH:29][C:28]=1[I:33])[N:13]=[CH:12]2)[C:2]1[CH:3]=[CH:4][CH:5]=[CH:6][CH:7]=1. (4) Given the reactants [Br:1][C:2]1[N:7]=[C:6]([C:8](=[O:11])[C:9]#[CH:10])[CH:5]=[CH:4][CH:3]=1.[CH3:12][Mg]Cl, predict the reaction product. The product is: [Br:1][C:2]1[N:7]=[C:6]([C:8]([OH:11])([C:9]#[CH:10])[CH3:12])[CH:5]=[CH:4][CH:3]=1. (5) Given the reactants [OH-].[Na+].[Br:3][C:4]1[CH:5]=[C:6]([C:13]([O:15]CC)=O)[C:7]2[CH:12]=[N:11][NH:10][C:8]=2[N:9]=1.[NH2:18][CH2:19][C:20]1[C:21](=[O:28])[NH:22][C:23]([CH3:27])=[CH:24][C:25]=1[CH3:26], predict the reaction product. The product is: [Br:3][C:4]1[CH:5]=[C:6]([C:13]([NH:18][CH2:19][C:20]2[C:21](=[O:28])[NH:22][C:23]([CH3:27])=[CH:24][C:25]=2[CH3:26])=[O:15])[C:7]2[CH:12]=[N:11][NH:10][C:8]=2[N:9]=1.